This data is from Full USPTO retrosynthesis dataset with 1.9M reactions from patents (1976-2016). The task is: Predict the reactants needed to synthesize the given product. (1) Given the product [CH:1]([O:5][C:6]([NH:8][C:9]1[CH:17]=[CH:16][C:15]([C:18]([F:19])([F:20])[F:21])=[CH:14][C:10]=1[C:11]([OH:13])=[O:12])=[O:7])([CH3:3])[CH3:2], predict the reactants needed to synthesize it. The reactants are: [C:1]([O:5][C:6]([NH:8][C:9]1[CH:17]=[CH:16][C:15]([C:18]([F:21])([F:20])[F:19])=[CH:14][C:10]=1[C:11]([OH:13])=[O:12])=[O:7])(C)([CH3:3])[CH3:2]. (2) Given the product [O:24]=[C:22]1[N:6]([C:7]2[CH:12]=[CH:11][CH:10]=[C:9]([C:13]([F:16])([F:15])[F:14])[CH:8]=2)[CH2:5][CH:4]([CH2:3][C:2]([OH:1])=[O:20])[CH2:23]1, predict the reactants needed to synthesize it. The reactants are: [O:1]=[C:2]1[N:6]([C:7]2[CH:12]=[CH:11][CH:10]=[C:9]([C:13]([F:16])([F:15])[F:14])[CH:8]=2)[CH2:5][CH:4](CC#N)[CH2:3]1.[OH-:20].[Na+].[CH2:22]([OH:24])[CH3:23].